Dataset: Full USPTO retrosynthesis dataset with 1.9M reactions from patents (1976-2016). Task: Predict the reactants needed to synthesize the given product. (1) Given the product [ClH:30].[CH3:31][O:32][C:33]1[CH:34]=[CH:35][C:36]([CH2:37][N:38]2[CH2:44][C:43]3[CH:45]=[C:46](/[CH:49]=[CH:50]/[C:51]([N:2]([CH3:1])[CH2:3][C:4]4[N:5]([CH3:13])[C:6]5[C:11]([CH:12]=4)=[CH:10][CH:9]=[CH:8][CH:7]=5)=[O:53])[CH:47]=[N:48][C:42]=3[NH:41][C:40](=[O:54])[CH2:39]2)=[CH:55][CH:56]=1, predict the reactants needed to synthesize it. The reactants are: [CH3:1][NH:2][CH2:3][C:4]1[N:5]([CH3:13])[C:6]2[C:11]([CH:12]=1)=[CH:10][CH:9]=[CH:8][CH:7]=2.CNCC1C=CC2C(=CC=CC=2)C=1CCC.[ClH:30].[CH3:31][O:32][C:33]1[CH:56]=[CH:55][C:36]([CH2:37][N:38]2[CH2:44][C:43]3[CH:45]=[C:46](/[CH:49]=[CH:50]/[C:51]([OH:53])=O)[CH:47]=[N:48][C:42]=3[NH:41][C:40](=[O:54])[CH2:39]2)=[CH:35][CH:34]=1.Cl.CN1CC2C=C(/C=C/C(O)=O)C=NC=2NC(=O)C1. (2) Given the product [CH2:1]([O:8][CH2:9][CH2:10][CH2:11][O:12][C:13]1[C:14]2[B:23]([OH:27])[O:24][CH:25]([CH2:26][N+:32]([O-:34])=[O:33])[C:15]=2[CH:18]=[CH:19][C:20]=1[O:21][CH3:22])[C:2]1[CH:3]=[CH:4][CH:5]=[CH:6][CH:7]=1, predict the reactants needed to synthesize it. The reactants are: [CH2:1]([O:8][CH2:9][CH2:10][CH2:11][O:12][C:13]1[C:14]([B:23]2[O:27][C:26](C)(C)[C:25](C)(C)[O:24]2)=[C:15]([CH:18]=[CH:19][C:20]=1[O:21][CH3:22])C=O)[C:2]1[CH:7]=[CH:6][CH:5]=[CH:4][CH:3]=1.[N+:32](C)([O-:34])=[O:33].[OH-].[Na+].C1COCC1. (3) Given the product [C:1]([O:4][CH2:5][C:6]([CH3:36])([CH3:35])[CH2:7][N:8]1[C:14]2[CH:15]=[CH:16][C:17]([Cl:19])=[CH:18][C:13]=2[C@@H:12]([C:20]2[CH:25]=[CH:24][CH:23]=[C:22]([O:26][CH3:27])[C:21]=2[O:28][CH3:29])[O:11][C@H:10]([CH2:30][C:31]([NH:42][C:43]2[CH:44]=[CH:45][C:46]3[O:50][C:49]([C:51]([O:53][CH2:54][CH3:55])=[O:52])=[C:48]([O:56][CH3:57])[C:47]=3[CH:58]=2)=[O:32])[C:9]1=[O:34])(=[O:3])[CH3:2], predict the reactants needed to synthesize it. The reactants are: [C:1]([O:4][CH2:5][C:6]([CH3:36])([CH3:35])[CH2:7][N:8]1[C:14]2[CH:15]=[CH:16][C:17]([Cl:19])=[CH:18][C:13]=2[C@@H:12]([C:20]2[CH:25]=[CH:24][CH:23]=[C:22]([O:26][CH3:27])[C:21]=2[O:28][CH3:29])[O:11][C@H:10]([CH2:30][C:31](O)=[O:32])[C:9]1=[O:34])(=[O:3])[CH3:2].S(Cl)(Cl)=O.Cl.[NH2:42][C:43]1[CH:44]=[CH:45][C:46]2[O:50][C:49]([C:51]([O:53][CH2:54][CH3:55])=[O:52])=[C:48]([O:56][CH3:57])[C:47]=2[CH:58]=1.C(N(CC)CC)C.